Predict the reactants needed to synthesize the given product. From a dataset of Full USPTO retrosynthesis dataset with 1.9M reactions from patents (1976-2016). (1) Given the product [C:13]([C:12]1[C:2]([N:16]2[CH2:21][CH2:20][CH:19]([C:22]([OH:24])=[O:23])[CH2:18][CH2:17]2)=[N:3][C:4]([CH3:15])=[C:5]([C:6]([O:8][CH2:9][CH3:10])=[O:7])[CH:11]=1)#[N:14], predict the reactants needed to synthesize it. The reactants are: Cl[C:2]1[C:12]([C:13]#[N:14])=[CH:11][C:5]([C:6]([O:8][CH2:9][CH3:10])=[O:7])=[C:4]([CH3:15])[N:3]=1.[NH:16]1[CH2:21][CH2:20][CH:19]([C:22]([OH:24])=[O:23])[CH2:18][CH2:17]1. (2) The reactants are: [CH:1]([C:4]1[CH:11]=[CH:10][C:7]([CH:8]=O)=[CH:6][CH:5]=1)([CH3:3])[CH3:2].[NH2:12][C:13]1[CH:14]=[CH:15][C:16]([CH3:19])=[N:17][CH:18]=1.C([O:22][C:23](=O)[C:24]([OH:39])=[CH:25][C:26](=[O:38])[C:27]1[CH:32]=[CH:31][C:30]([O:33][C:34]([F:37])([F:36])[F:35])=[CH:29][CH:28]=1)C. Given the product [OH:39][C:24]1[C:23](=[O:22])[N:12]([C:13]2[CH:18]=[N:17][C:16]([CH3:19])=[CH:15][CH:14]=2)[CH:8]([C:7]2[CH:10]=[CH:11][C:4]([CH:1]([CH3:3])[CH3:2])=[CH:5][CH:6]=2)[C:25]=1[C:26](=[O:38])[C:27]1[CH:28]=[CH:29][C:30]([O:33][C:34]([F:36])([F:37])[F:35])=[CH:31][CH:32]=1, predict the reactants needed to synthesize it. (3) Given the product [NH2:23][C:19]1[CH:18]=[C:17]([C:14]2[N:15]=[C:16]3[C:8]([C:6]([NH:5][C:1]([CH3:4])([CH3:3])[CH3:2])=[O:7])=[CH:9][N:10]([CH2:26][O:27][CH2:28][CH2:29][Si:30]([CH3:33])([CH3:32])[CH3:31])[C:11]3=[N:12][CH:13]=2)[CH:22]=[CH:21][CH:20]=1, predict the reactants needed to synthesize it. The reactants are: [C:1]([NH:5][C:6]([C:8]1[C:16]2[C:11](=[N:12][CH:13]=[C:14]([C:17]3[CH:22]=[CH:21][CH:20]=[C:19]([N+:23]([O-])=O)[CH:18]=3)[N:15]=2)[N:10]([CH2:26][O:27][CH2:28][CH2:29][Si:30]([CH3:33])([CH3:32])[CH3:31])[CH:9]=1)=[O:7])([CH3:4])([CH3:3])[CH3:2].Cl[Sn]Cl.N.O.